From a dataset of Reaction yield outcomes from USPTO patents with 853,638 reactions. Predict the reaction yield, written as a fraction of the theoretical maximum amount of product (1.0 means a 100% yield; for example, 0.34 means a 34% yield). (1) The reactants are Cl[C:2]1[N:7]=[C:6]([C:8]2[CH:13]=[CH:12][C:11]([F:14])=[CH:10][C:9]=2[S:15]([N:18]([CH3:20])[CH3:19])(=[O:17])=[O:16])[C:5]([Cl:21])=[CH:4][N:3]=1.[CH3:22][N:23]1[CH2:28][CH2:27][N:26]([CH2:29][C:30]2[CH:36]=[CH:35][C:33]([NH2:34])=[CH:32][CH:31]=2)[CH2:25][CH2:24]1. The catalyst is C(Cl)Cl.CO. The product is [Cl:21][C:5]1[C:6]([C:8]2[CH:13]=[CH:12][C:11]([F:14])=[CH:10][C:9]=2[S:15]([N:18]([CH3:20])[CH3:19])(=[O:17])=[O:16])=[N:7][C:2]([NH:34][C:33]2[CH:32]=[CH:31][C:30]([CH2:29][N:26]3[CH2:25][CH2:24][N:23]([CH3:22])[CH2:28][CH2:27]3)=[CH:36][CH:35]=2)=[N:3][CH:4]=1. The yield is 0.440. (2) The product is [NH2:2][C:3]1[C:4]([C:8]([Cl:1])=[N:10][OH:11])=[N:5][O:6][N:7]=1. The catalyst is O. The yield is 0.210. The reactants are [ClH:1].[NH2:2][C:3]1[C:4]([C:8](=[N:10][OH:11])N)=[N:5][O:6][N:7]=1.N([O-])=O.[Na+]. (3) The reactants are [CH:1]12[CH2:7][CH:4]([CH:5]=[CH:6]1)[C:3](=[O:8])[NH:2]2.[C:9](=O)([O:15]C(C)(C)C)[O:10][C:11]([CH3:14])([CH3:13])[CH3:12]. The catalyst is O1CCCC1.CN(C)C1C=CN=CC=1. The product is [O:8]=[C:3]1[C@@H:4]2[CH2:7][C@@H:1]([CH:6]=[CH:5]2)[N:2]1[C:9]([O:10][C:11]([CH3:14])([CH3:13])[CH3:12])=[O:15]. The yield is 0.910. (4) The reactants are [NH2:1][C:2]1[C:11]2[C:6](=[C:7](Br)[CH:8]=[CH:9][CH:10]=2)[N:5]=[N:4][C:3]=1[C:13]([NH:15][CH:16]1[CH2:18][CH2:17]1)=[O:14].[CH3:19][O:20][C:21]1[C:26](B(O)O)=[CH:25][CH:24]=[CH:23][N:22]=1. No catalyst specified. The product is [NH2:1][C:2]1[C:11]2[C:6](=[C:7]([C:26]3[C:21]([O:20][CH3:19])=[N:22][CH:23]=[CH:24][CH:25]=3)[CH:8]=[CH:9][CH:10]=2)[N:5]=[N:4][C:3]=1[C:13]([NH:15][CH:16]1[CH2:18][CH2:17]1)=[O:14]. The yield is 0.760. (5) The reactants are [CH3:1][O:2][C:3]1[CH:4]=[C:5]([O:12][CH2:13][C@H:14]2[CH2:18][CH2:17][CH2:16][N:15]2[C:19]([C@H:21]2[CH2:26][CH2:25][C@H:24]([C:27]([F:30])([F:29])[F:28])[CH2:23][CH2:22]2)=[O:20])[C:6]([C:9](O)=[O:10])=[N:7][CH:8]=1.[Cl-].[NH4+].Cl.C([N:36]=C=NCCCN(C)C)C.O.ON1C2C=CC=CC=2N=N1.C(N(CC)CC)C. The catalyst is ClCCl.O. The product is [CH3:1][O:2][C:3]1[CH:4]=[C:5]([O:12][CH2:13][C@H:14]2[CH2:18][CH2:17][CH2:16][N:15]2[C:19]([C@H:21]2[CH2:22][CH2:23][C@H:24]([C:27]([F:28])([F:29])[F:30])[CH2:25][CH2:26]2)=[O:20])[C:6]([C:9]([NH2:36])=[O:10])=[N:7][CH:8]=1. The yield is 0.500. (6) The reactants are [O:1]1[CH2:6][CH2:5][N:4]([C:7]2[CH:8]=[C:9]([N:19](CC3C=CC(OC)=CC=3)[C:20]3[N:25]=[C:24]([N:26]([CH:35]([CH3:37])[CH3:36])[C:27]4[CH:32]=[CH:31][CH:30]=[C:29]([O:33][CH3:34])[CH:28]=4)[CH:23]=[CH:22][N:21]=3)[CH:10]=[C:11]([N:13]3[CH2:18][CH2:17][O:16][CH2:15][CH2:14]3)[CH:12]=2)[CH2:3][CH2:2]1.C1(OC)C=CC=CC=1. The catalyst is C(O)(C(F)(F)F)=O. The product is [O:16]1[CH2:15][CH2:14][N:13]([C:11]2[CH:10]=[C:9]([NH:19][C:20]3[N:25]=[C:24]([N:26]([CH:35]([CH3:37])[CH3:36])[C:27]4[CH:32]=[CH:31][CH:30]=[C:29]([O:33][CH3:34])[CH:28]=4)[CH:23]=[CH:22][N:21]=3)[CH:8]=[C:7]([N:4]3[CH2:3][CH2:2][O:1][CH2:6][CH2:5]3)[CH:12]=2)[CH2:18][CH2:17]1. The yield is 0.651. (7) The product is [CH:1]1([N:4]2[CH2:9][CH2:8][N:7]([C:10]3[S:11][C:12]4[CH:18]=[C:17]([CH2:19][N:21]5[CH2:26][CH2:25][CH2:24][CH2:23][CH2:22]5)[CH:16]=[CH:15][C:13]=4[N:14]=3)[CH2:6][CH2:5]2)[CH2:3][CH2:2]1. The catalyst is CO.C1COCC1. The yield is 0.280. The reactants are [CH:1]1([N:4]2[CH2:9][CH2:8][N:7]([C:10]3[S:11][C:12]4[CH:18]=[C:17]([CH:19]=O)[CH:16]=[CH:15][C:13]=4[N:14]=3)[CH2:6][CH2:5]2)[CH2:3][CH2:2]1.[NH:21]1[CH2:26][CH2:25][CH2:24][CH2:23][CH2:22]1.C(O)(=O)C.[BH3-]C#N.[Na+].